Dataset: Peptide-MHC class I binding affinity with 185,985 pairs from IEDB/IMGT. Task: Regression. Given a peptide amino acid sequence and an MHC pseudo amino acid sequence, predict their binding affinity value. This is MHC class I binding data. (1) The binding affinity (normalized) is 0. The peptide sequence is ARQGNDLEI. The MHC is H-2-Db with pseudo-sequence H-2-Db. (2) The peptide sequence is CTREEFISK. The MHC is HLA-A30:01 with pseudo-sequence HLA-A30:01. The binding affinity (normalized) is 0.718. (3) The peptide sequence is KTSVDCNMY. The MHC is HLA-A29:02 with pseudo-sequence HLA-A29:02. The binding affinity (normalized) is 0.269.